This data is from Full USPTO retrosynthesis dataset with 1.9M reactions from patents (1976-2016). The task is: Predict the reactants needed to synthesize the given product. (1) Given the product [CH:1]([O:4][C:5]([N:7]1[CH2:12][CH2:11][CH:10]([O:13][C:14]2[N:19]=[CH:18][N:17]=[C:16]3[N:20]([C:23]4[CH:28]=[CH:27][C:26]([NH:34][CH:31]([CH3:33])[CH3:32])=[CH:25][C:24]=4[F:30])[N:21]=[CH:22][C:15]=23)[CH2:9][CH2:8]1)=[O:6])([CH3:3])[CH3:2], predict the reactants needed to synthesize it. The reactants are: [CH:1]([O:4][C:5]([N:7]1[CH2:12][CH2:11][CH:10]([O:13][C:14]2[N:19]=[CH:18][N:17]=[C:16]3[N:20]([C:23]4[CH:28]=[CH:27][C:26](I)=[CH:25][C:24]=4[F:30])[N:21]=[CH:22][C:15]=23)[CH2:9][CH2:8]1)=[O:6])([CH3:3])[CH3:2].[CH:31]([NH2:34])([CH3:33])[CH3:32].N1CCC[C@H]1C(O)=O.C(=O)([O-])[O-].[K+].[K+]. (2) Given the product [Cl:20][C:21]1[CH:22]=[C:23]([NH:17][C:14]2[CH:13]=[CH:12][C:11]([CH2:10][C:9]([NH:8][CH2:7][C:6]([OH:5])=[O:19])=[O:18])=[CH:16][CH:15]=2)[CH:24]=[C:25]([Cl:27])[CH:26]=1, predict the reactants needed to synthesize it. The reactants are: C([O:5][C:6](=[O:19])[CH2:7][NH:8][C:9](=[O:18])[CH2:10][C:11]1[CH:16]=[CH:15][C:14]([NH2:17])=[CH:13][CH:12]=1)(C)(C)C.[Cl:20][C:21]1[CH:22]=[C:23](Br)[CH:24]=[C:25]([Cl:27])[CH:26]=1.C([O-])([O-])=O.[K+].[K+].CC1(C)C2C(=C(P(C3C=CC=CC=3)C3C=CC=CC=3)C=CC=2)OC2C(P(C3C=CC=CC=3)C3C=CC=CC=3)=CC=CC1=2. (3) The reactants are: C[O:2][C:3](=[O:25])[C:4]1[CH:9]=[CH:8][C:7]([O:10][CH2:11][C:12]2[C:13]([C:18]3[CH:23]=[CH:22][C:21]([Cl:24])=[CH:20][CH:19]=3)=[N:14][O:15][C:16]=2[CH3:17])=[N:6][CH:5]=1.O.[OH-].[Li+]. Given the product [Cl:24][C:21]1[CH:20]=[CH:19][C:18]([C:13]2[C:12]([CH2:11][O:10][C:7]3[CH:8]=[CH:9][C:4]([C:3]([OH:25])=[O:2])=[CH:5][N:6]=3)=[C:16]([CH3:17])[O:15][N:14]=2)=[CH:23][CH:22]=1, predict the reactants needed to synthesize it. (4) The reactants are: [NH2:1][C:2]1[S:3][C@:4]2([C:28](OCC)=[O:29])[C@H:6]([C@:7]([C:10]3[CH:15]=[C:14]([NH:16][C:17](=[O:25])[C:18]4[CH:23]=[CH:22][C:21]([Cl:24])=[CH:20][N:19]=4)[CH:13]=[C:12]([F:26])[C:11]=3[F:27])([CH3:9])[N:8]=1)[CH2:5]2.[BH4-].[Li+].CO. Given the product [NH2:1][C:2]1[S:3][C@:4]2([CH2:28][OH:29])[C@H:6]([C@:7]([C:10]3[CH:15]=[C:14]([NH:16][C:17](=[O:25])[C:18]4[CH:23]=[CH:22][C:21]([Cl:24])=[CH:20][N:19]=4)[CH:13]=[C:12]([F:26])[C:11]=3[F:27])([CH3:9])[N:8]=1)[CH2:5]2, predict the reactants needed to synthesize it. (5) Given the product [CH3:1][O:2][C:3](=[O:21])[C:4]1[CH:9]=[CH:8][C:7]([NH2:10])=[C:6]([O:13][CH2:14][C:15]2[CH:16]=[CH:17][CH:18]=[CH:19][CH:20]=2)[CH:5]=1, predict the reactants needed to synthesize it. The reactants are: [CH3:1][O:2][C:3](=[O:21])[C:4]1[CH:9]=[CH:8][C:7]([N+:10]([O-])=O)=[C:6]([O:13][CH2:14][C:15]2[CH:20]=[CH:19][CH:18]=[CH:17][CH:16]=2)[CH:5]=1. (6) The reactants are: [CH:1]1([C:4]([N:6]2[CH2:10][CH2:9][C@@H:8]([CH2:11][NH:12][C:13]3[CH:18]=[CH:17][N:16]=[CH:15][C:14]=3[NH2:19])[CH2:7]2)=[O:5])[CH2:3][CH2:2]1.[O:20]1[C:24]2[CH:25]=[CH:26][C:27]([C:29]3[CH:36]=[CH:35][C:32]([CH:33]=O)=[CH:31][CH:30]=3)=[CH:28][C:23]=2[CH:22]=[CH:21]1. Given the product [O:20]1[C:24]2[CH:25]=[CH:26][C:27]([C:29]3[CH:36]=[CH:35][C:32]([C:33]4[N:12]([CH2:11][C@@H:8]5[CH2:9][CH2:10][N:6]([C:4]([CH:1]6[CH2:3][CH2:2]6)=[O:5])[CH2:7]5)[C:13]5[CH:18]=[CH:17][N:16]=[CH:15][C:14]=5[N:19]=4)=[CH:31][CH:30]=3)=[CH:28][C:23]=2[CH:22]=[CH:21]1, predict the reactants needed to synthesize it. (7) Given the product [C:5]([C:18]1[CH:19]=[C:10]([Br:9])[CH:11]=[C:12]2[C:17]=1[O:16][C:15]([CH3:20])([CH3:21])[CH2:14][C:13]2([CH3:23])[CH3:22])(=[O:7])[CH3:6], predict the reactants needed to synthesize it. The reactants are: [Cl-].[Al+3].[Cl-].[Cl-].[C:5](Cl)(=[O:7])[CH3:6].[Br:9][C:10]1[CH:11]=[C:12]2[C:17](=[CH:18][CH:19]=1)[O:16][C:15]([CH3:21])([CH3:20])[CH2:14][C:13]2([CH3:23])[CH3:22]. (8) Given the product [NH2:14][C:7]1[C:6]([F:9])=[C:5]([F:10])[N:4]=[C:3]([C:11]#[N:12])[C:2]=1[Cl:1], predict the reactants needed to synthesize it. The reactants are: [Cl:1][C:2]1[C:3]([C:11]#[N:12])=[N:4][C:5]([F:10])=[C:6]([F:9])[C:7]=1F.[OH-].[NH4+:14].